This data is from Catalyst prediction with 721,799 reactions and 888 catalyst types from USPTO. The task is: Predict which catalyst facilitates the given reaction. (1) Reactant: F[C:2](F)(F)S(OC)(=O)=O.[N:10]1[CH:15]=[CH:14][CH:13]=[CH:12][C:11]=1[S:16][CH2:17][CH2:18][NH:19][C:20](=[S:22])[CH3:21]. Product: [CH3:2][S:22][C:20](=[N:19][CH2:18][CH2:17][S:16][C:11]1[CH:12]=[CH:13][CH:14]=[CH:15][N:10]=1)[CH3:21]. The catalyst class is: 2. (2) Reactant: [CH:1]1([CH2:7][NH:8][C:9]2[CH:14]=[CH:13][C:12]([O:15][C:16]3[CH:21]=[CH:20][CH:19]=[CH:18][CH:17]=3)=[CH:11][C:10]=2[N+:22]([O-])=O)[CH2:6][CH2:5][CH2:4][CH2:3][CH2:2]1.[H][H]. Product: [CH:1]1([CH2:7][NH:8][C:9]2[C:10]([NH2:22])=[CH:11][C:12]([O:15][C:16]3[CH:17]=[CH:18][CH:19]=[CH:20][CH:21]=3)=[CH:13][CH:14]=2)[CH2:2][CH2:3][CH2:4][CH2:5][CH2:6]1. The catalyst class is: 123. (3) Reactant: [N:1]([CH2:4][CH:5]1[C:13]2[C:8](=[CH:9][CH:10]=[CH:11][CH:12]=2)[C:7](=[C:14]2[C:22]3[C:17](=[CH:18][CH:19]=[CH:20][CH:21]=3)[NH:16][C:15]2=[O:23])[O:6]1)=[C:2]=[O:3].[NH:24]1[CH2:29][CH2:28][CH2:27][CH2:26][CH2:25]1. Product: [O:23]=[C:15]1[C:14](=[C:7]2[C:8]3[C:13](=[CH:12][CH:11]=[CH:10][CH:9]=3)[CH:5]([CH2:4][NH:1][C:2]([N:24]3[CH2:29][CH2:28][CH2:27][CH2:26][CH2:25]3)=[O:3])[O:6]2)[C:22]2[C:17](=[CH:18][CH:19]=[CH:20][CH:21]=2)[NH:16]1. The catalyst class is: 1. (4) Reactant: [C:1]([Si:5]([O:8][C:9]1[CH:14]=[CH:13][C:12]([C:15]([CH2:27][CH3:28])([C:18]2[CH:23]=[CH:22][C:21]([C:24]#[CH:25])=[C:20]([CH3:26])[CH:19]=2)[CH2:16][CH3:17])=[CH:11][C:10]=1[CH3:29])([CH3:7])[CH3:6])([CH3:4])([CH3:3])[CH3:2].[Li]CCCC.CON(C)[C:38]([C:40]1([CH2:43][CH3:44])[CH2:42][CH2:41]1)=[O:39]. Product: [C:1]([Si:5]([CH3:7])([CH3:6])[O:8][C:9]1[CH:14]=[CH:13][C:12]([C:15]([C:18]2[CH:23]=[CH:22][C:21]([C:24]#[C:25][C:38]([C:40]3([CH2:43][CH3:44])[CH2:42][CH2:41]3)=[O:39])=[C:20]([CH3:26])[CH:19]=2)([CH2:27][CH3:28])[CH2:16][CH3:17])=[CH:11][C:10]=1[CH3:29])([CH3:4])([CH3:3])[CH3:2]. The catalyst class is: 1.